From a dataset of NCI-60 drug combinations with 297,098 pairs across 59 cell lines. Regression. Given two drug SMILES strings and cell line genomic features, predict the synergy score measuring deviation from expected non-interaction effect. (1) Drug 1: CC1=C(C(=CC=C1)Cl)NC(=O)C2=CN=C(S2)NC3=CC(=NC(=N3)C)N4CCN(CC4)CCO. Drug 2: CN(CCCl)CCCl.Cl. Cell line: HOP-62. Synergy scores: CSS=15.5, Synergy_ZIP=1.95, Synergy_Bliss=12.3, Synergy_Loewe=-0.410, Synergy_HSA=3.16. (2) Drug 1: CS(=O)(=O)CCNCC1=CC=C(O1)C2=CC3=C(C=C2)N=CN=C3NC4=CC(=C(C=C4)OCC5=CC(=CC=C5)F)Cl. Drug 2: CCCCC(=O)OCC(=O)C1(CC(C2=C(C1)C(=C3C(=C2O)C(=O)C4=C(C3=O)C=CC=C4OC)O)OC5CC(C(C(O5)C)O)NC(=O)C(F)(F)F)O. Cell line: OVCAR-5. Synergy scores: CSS=44.9, Synergy_ZIP=8.45, Synergy_Bliss=9.75, Synergy_Loewe=-3.74, Synergy_HSA=8.93. (3) Drug 1: CC1=C(C=C(C=C1)NC2=NC=CC(=N2)N(C)C3=CC4=NN(C(=C4C=C3)C)C)S(=O)(=O)N.Cl. Drug 2: CC1=C(C=C(C=C1)NC(=O)C2=CC=C(C=C2)CN3CCN(CC3)C)NC4=NC=CC(=N4)C5=CN=CC=C5. Cell line: HOP-62. Synergy scores: CSS=9.48, Synergy_ZIP=-1.93, Synergy_Bliss=-1.72, Synergy_Loewe=-19.0, Synergy_HSA=-0.414. (4) Drug 1: C1CCN(CC1)CCOC2=CC=C(C=C2)C(=O)C3=C(SC4=C3C=CC(=C4)O)C5=CC=C(C=C5)O. Drug 2: C1CNP(=O)(OC1)N(CCCl)CCCl. Cell line: HL-60(TB). Synergy scores: CSS=-14.1, Synergy_ZIP=9.22, Synergy_Bliss=8.38, Synergy_Loewe=-4.59, Synergy_HSA=-4.06.